From a dataset of Catalyst prediction with 721,799 reactions and 888 catalyst types from USPTO. Predict which catalyst facilitates the given reaction. (1) Reactant: C[O-].[Na+].[C:4]([C:7]1[CH:15]=[CH:14][C:10]([C:11]([NH2:13])=[O:12])=[CH:9][CH:8]=1)(=[O:6])[CH3:5].[CH3:16][O:17][C:18]1[O:22][C:21]([CH:23]=O)=[CH:20][CH:19]=1.CO. Product: [CH3:16][O:17][C:18]1[O:22][C:21](/[CH:23]=[CH:5]/[C:4]([C:7]2[CH:15]=[CH:14][C:10]([C:11]([NH2:13])=[O:12])=[CH:9][CH:8]=2)=[O:6])=[CH:20][CH:19]=1. The catalyst class is: 9. (2) Reactant: Cl[CH2:2][C:3]1[C:8]([C:9]([F:12])([F:11])[F:10])=[CH:7][CH:6]=[CH:5][C:4]=1[O:13][CH3:14]. Product: [CH3:14][O:13][C:4]1[CH:5]=[CH:6][CH:7]=[C:8]([C:9]([F:10])([F:11])[F:12])[C:3]=1[CH3:2]. The catalyst class is: 352. (3) Reactant: [F:1][C:2]1[CH:22]=[C:21]([S:23]([CH3:26])(=[O:25])=[O:24])[C:20]([F:27])=[CH:19][C:3]=1[O:4][CH:5]1[CH2:9][CH2:8][N:7]([CH:10]2[CH2:15][CH2:14][N:13]([C:16]#[N:17])[CH2:12][CH2:11]2)[C:6]1=[O:18].[NH2:28][OH:29]. Product: [F:1][C:2]1[CH:22]=[C:21]([S:23]([CH3:26])(=[O:25])=[O:24])[C:20]([F:27])=[CH:19][C:3]=1[O:4][C@@H:5]1[CH2:9][CH2:8][N:7]([CH:10]2[CH2:11][CH2:12][N:13](/[C:16](=[N:28]/[OH:29])/[NH2:17])[CH2:14][CH2:15]2)[C:6]1=[O:18]. The catalyst class is: 14. (4) Reactant: [CH3:1][O:2][C:3](=[O:28])[CH:4]([NH2:27])[CH2:5][NH:6][C:7]([N:9]1[CH2:26][CH2:25][C:12]2([N:16]([C:17]3[CH:22]=[CH:21][CH:20]=[CH:19][CH:18]=3)[CH2:15][N:14]([CH3:23])[C:13]2=[O:24])[CH2:11][CH2:10]1)=[O:8].[C:29]([N:32]1[C@H:36]([C:37](O)=[O:38])[CH2:35][S:34][CH2:33]1)(=[O:31])[CH3:30].CN([P+](ON1N=NC2C=CC=CC1=2)(N(C)C)N(C)C)C.F[P-](F)(F)(F)(F)F.C(N(CC)C(C)C)(C)C. Product: [CH3:1][O:2][C:3](=[O:28])[CH:4]([NH:27][C:37]([C@@H:36]1[CH2:35][S:34][CH2:33][N:32]1[C:29](=[O:31])[CH3:30])=[O:38])[CH2:5][NH:6][C:7]([N:9]1[CH2:10][CH2:11][C:12]2([N:16]([C:17]3[CH:22]=[CH:21][CH:20]=[CH:19][CH:18]=3)[CH2:15][N:14]([CH3:23])[C:13]2=[O:24])[CH2:25][CH2:26]1)=[O:8]. The catalyst class is: 4. (5) Product: [Br:12][C:7]1[CH:8]=[C:9]2[C:4](=[CH:5][CH:6]=1)[CH:3]=[C:2]([C:20]1[C:19]3[C:28]4=[C:27]5[C:16](=[CH:17][CH:18]=3)[CH:15]=[CH:14][CH:13]=[C:26]5[CH:25]=[CH:24][C:23]4=[CH:22][CH:21]=1)[CH:11]=[CH:10]2. The catalyst class is: 206. Reactant: Br[C:2]1[CH:11]=[CH:10][C:9]2[C:4](=[CH:5][CH:6]=[C:7]([Br:12])[CH:8]=2)[CH:3]=1.[C:13]1(B(O)O)[C:26]2[C:27]3=[C:28]4[C:23](=[CH:24][CH:25]=2)[CH:22]=[CH:21][CH:20]=[C:19]4[CH:18]=[CH:17][C:16]3=[CH:15][CH:14]=1.C([O-])([O-])=O.[Na+].[Na+].CCO.